From a dataset of Retrosynthesis with 50K atom-mapped reactions and 10 reaction types from USPTO. Predict the reactants needed to synthesize the given product. (1) Given the product CCCc1nc(CC)n(-c2ccc(OC(C)(C)C(C)=O)cc2)c(=O)c1Cc1ccc(-c2ccccc2-c2noc(=O)[nH]2)cc1, predict the reactants needed to synthesize it. The reactants are: CCCc1nc(CC)n(-c2ccc(OC(C)(C)C(C)O)cc2)c(=O)c1Cc1ccc(-c2ccccc2-c2noc(=O)[nH]2)cc1. (2) Given the product COCc1cc(O)c2nc(C)c(C)n2c1, predict the reactants needed to synthesize it. The reactants are: COCc1cc(OCc2ccccc2)c2nc(C)c(C)n2c1. (3) Given the product Cc1cc(OCc2c(C(C)C)nnn2-c2c(Cl)cccc2Cl)ccc1Br, predict the reactants needed to synthesize it. The reactants are: CC(C)c1nnn(-c2c(Cl)cccc2Cl)c1CO.Cc1cc(O)ccc1Br. (4) Given the product O=C(O)c1cc(Cl)cc(NCS(=O)(=O)CCCl)c1Cl, predict the reactants needed to synthesize it. The reactants are: Nc1cc(Cl)cc(C(=O)O)c1Cl.O=S(=O)(CO)CCCl.